From a dataset of Peptide-MHC class I binding affinity with 185,985 pairs from IEDB/IMGT. Regression. Given a peptide amino acid sequence and an MHC pseudo amino acid sequence, predict their binding affinity value. This is MHC class I binding data. (1) The peptide sequence is DMRKRIEAF. The MHC is HLA-A68:02 with pseudo-sequence HLA-A68:02. The binding affinity (normalized) is 0.0847. (2) The peptide sequence is QQRPDLILV. The MHC is HLA-B07:02 with pseudo-sequence HLA-B07:02. The binding affinity (normalized) is 0.213. (3) The peptide sequence is CFLWHVRKRF. The MHC is HLA-A29:02 with pseudo-sequence HLA-A29:02. The binding affinity (normalized) is 0.117. (4) The peptide sequence is LTTASPLSSI. The MHC is Patr-B0101 with pseudo-sequence Patr-B0101. The binding affinity (normalized) is 0.804. (5) The peptide sequence is TPKIRFWHV. The MHC is HLA-B48:01 with pseudo-sequence HLA-B48:01. The binding affinity (normalized) is 0.0847. (6) The peptide sequence is WPAGRLVEA. The MHC is HLA-A26:01 with pseudo-sequence HLA-A26:01. The binding affinity (normalized) is 0.0847. (7) The peptide sequence is ISDSAQNMM. The MHC is HLA-B58:01 with pseudo-sequence HLA-B58:01. The binding affinity (normalized) is 0.536. (8) The peptide sequence is YYKDDISYF. The MHC is HLA-B39:01 with pseudo-sequence HLA-B39:01. The binding affinity (normalized) is 0.0847. (9) The peptide sequence is LSNGASLTIK. The MHC is HLA-A11:01 with pseudo-sequence HLA-A11:01. The binding affinity (normalized) is 0.542.